Dataset: Full USPTO retrosynthesis dataset with 1.9M reactions from patents (1976-2016). Task: Predict the reactants needed to synthesize the given product. Given the product [NH2:1][C:2]1[N:11]=[C:10]([CH3:12])[C:9]2[C:8](=[O:13])[CH2:7][CH:6]([C:14]3[CH:19]=[CH:18][CH:17]=[CH:16][C:15]=3[CH:20]3[CH2:21][CH2:22][CH2:23][CH2:24][CH2:25]3)[CH2:5][C:4]=2[N:3]=1, predict the reactants needed to synthesize it. The reactants are: [NH2:1][C:2]1[N:11]=[C:10]([CH3:12])[C:9]2[C:8](=[O:13])[CH2:7][CH:6]([C:14]3[CH:19]=[CH:18][CH:17]=[CH:16][C:15]=3[C:20]3[CH2:25][CH2:24][CH2:23][CH2:22][CH:21]=3)[CH2:5][C:4]=2[N:3]=1.CCN(C(C)C)C(C)C.[H][H].